Dataset: Full USPTO retrosynthesis dataset with 1.9M reactions from patents (1976-2016). Task: Predict the reactants needed to synthesize the given product. (1) Given the product [Cl:17][C:18]1[CH:36]=[C:35]([Cl:37])[CH:34]=[CH:33][C:19]=1[O:20][C:21]1[C:22](/[CH:23]=[CH:9]/[C:10]([O:12][CH2:13][CH3:14])=[O:11])=[CH:25][CH:26]=[C:27]([O:29][CH:30]([CH3:32])[CH3:31])[N:28]=1, predict the reactants needed to synthesize it. The reactants are: C(OP([CH2:9][C:10]([O:12][CH2:13][CH3:14])=[O:11])(OCC)=O)C.[H-].[Na+].[Cl:17][C:18]1[CH:36]=[C:35]([Cl:37])[CH:34]=[CH:33][C:19]=1[O:20][C:21]1[N:28]=[C:27]([O:29][CH:30]([CH3:32])[CH3:31])[CH:26]=[CH:25][C:22]=1[CH:23]=O.[Cl-].[NH4+]. (2) Given the product [CH:22]1([N:13]2[CH2:12][C:11]3([CH2:17][CH2:16][CH2:15][CH2:14]3)[S:10][C:9]2=[N:8][C:5]2[CH:6]=[CH:7][C:2]([I:1])=[CH:3][C:4]=2[C:18]([CH3:21])([CH3:20])[CH3:19])[CH2:26][CH2:25][CH2:24][CH2:23]1, predict the reactants needed to synthesize it. The reactants are: [I:1][C:2]1[CH:7]=[CH:6][C:5]([N:8]=[C:9]2[NH:13][CH2:12][C:11]3([CH2:17][CH2:16][CH2:15][CH2:14]3)[S:10]2)=[C:4]([C:18]([CH3:21])([CH3:20])[CH3:19])[CH:3]=1.[CH:22]1(Br)[CH2:26][CH2:25][CH2:24][CH2:23]1. (3) Given the product [CH3:18][O:19][CH:6]([O:8][CH3:9])[C:21](=[O:22])[CH:2]=[CH2:5], predict the reactants needed to synthesize it. The reactants are: C[C:2]([CH3:5])=CN.[CH2:6]([O:8][C:9](C1C(C=O)=NNC=1)=O)C.[CH3:18][O-:19].[Na+].[CH3:21][OH:22]. (4) Given the product [C:6]([C:5]1[CH:9]=[CH:10][C:2]([C:20]2[CH:21]=[N:22][N:23]3[CH:28]=[CH:27][C:26]([C:29]([N:31]([C:35]4[CH:36]=[CH:37][C:38]([C:41]#[N:42])=[CH:39][CH:40]=4)[CH:32]4[CH2:34][CH2:33]4)=[O:30])=[CH:25][C:24]=23)=[N:3][CH:4]=1)(=[O:7])[NH2:8], predict the reactants needed to synthesize it. The reactants are: Br[C:2]1[CH:10]=[CH:9][C:5]([C:6]([NH2:8])=[O:7])=[CH:4][N:3]=1.C[Sn](C)C.C[Sn](C)C.Br[C:20]1[CH:21]=[N:22][N:23]2[CH:28]=[CH:27][C:26]([C:29]([N:31]([C:35]3[CH:40]=[CH:39][C:38]([C:41]#[N:42])=[CH:37][CH:36]=3)[CH:32]3[CH2:34][CH2:33]3)=[O:30])=[CH:25][C:24]=12.